This data is from Forward reaction prediction with 1.9M reactions from USPTO patents (1976-2016). The task is: Predict the product of the given reaction. (1) Given the reactants O[CH2:2][C:3]1[C:7]([CH3:8])=[C:6]([C:9]2[CH:14]=[CH:13][N:12]=[CH:11][CH:10]=2)[S:5][C:4]=1[C:15]1[CH:20]=[CH:19][N:18]=[CH:17][CH:16]=1.CCN(S(F)(F)[F:27])CC, predict the reaction product. The product is: [N:18]1[CH:19]=[CH:20][C:15]([C:4]2[S:5][C:6]([C:9]3[CH:14]=[CH:13][N:12]=[CH:11][CH:10]=3)=[C:7]([CH3:8])[C:3]=2[CH2:2][F:27])=[CH:16][CH:17]=1. (2) Given the reactants CC1(C)CCCC(C)(C)N1.C([Li])CCC.[CH3:16][C:17]([CH3:24])=[CH:18][CH2:19][CH2:20][CH:21]1[CH2:23][O:22]1.Cl, predict the reaction product. The product is: [CH3:16][C:17]1([CH3:24])[CH:18]2[CH:19]1[CH2:20][CH2:21][CH:23]2[OH:22]. (3) Given the reactants [Br:1][C:2]1[S:6][C:5]([C:7]2([C@H:10]3[CH2:15][CH2:14][C@H:13]([C:16]([O:18][CH2:19][CH3:20])=[O:17])[CH2:12][CH2:11]3)[CH2:9][O:8]2)=[N:4][CH:3]=1.FC(F)(F)C(O)=O.C([SiH](CC)CC)C, predict the reaction product. The product is: [Br:1][C:2]1[S:6][C:5]([CH:7]([C@H:10]2[CH2:15][CH2:14][C@H:13]([C:16]([O:18][CH2:19][CH3:20])=[O:17])[CH2:12][CH2:11]2)[CH2:9][OH:8])=[N:4][CH:3]=1. (4) Given the reactants ClC1C=CC=CC=1[C:8]1[C:14]2[CH:15]=[C:16](C#N)[C:17](O)=[CH:18][C:13]=2[NH:12][C:11](=[O:22])[CH2:10][N:9]=1.C(=O)([O-])[O-].[Na+].[Na+].ClCCCN1CCOCC1, predict the reaction product. The product is: [N:12]1[C:11](=[O:22])[CH:10]=[N:9][CH:8]=[C:14]2[CH:15]=[CH:16][CH:17]=[CH:18][C:13]=12. (5) Given the reactants [CH3:1][P:2]([CH2:5][N:6]1[CH2:11][CH2:10][N:9](C(OC(C)(C)C)=O)[CH2:8][CH2:7]1)([CH3:4])=[O:3].C(O)(C(F)(F)F)=O, predict the reaction product. The product is: [CH3:4][P:2]([CH2:5][N:6]1[CH2:7][CH2:8][NH:9][CH2:10][CH2:11]1)([CH3:1])=[O:3]. (6) Given the reactants I[C:2]1[C:7]([C:8]([NH:10][NH:11][CH2:12][C:13]2[CH:18]=[CH:17][C:16]([O:19][CH3:20])=[CH:15][CH:14]=2)=[O:9])=[C:6]([O:21][CH3:22])[N:5]=[CH:4][CH:3]=1.N1CCC[C@H]1C(O)=O.C(=O)([O-])[O-].[K+].[K+], predict the reaction product. The product is: [CH3:22][O:21][C:6]1[C:7]2[C:8](=[O:9])[NH:10][N:11]([CH2:12][C:13]3[CH:18]=[CH:17][C:16]([O:19][CH3:20])=[CH:15][CH:14]=3)[C:2]=2[CH:3]=[CH:4][N:5]=1.